From a dataset of Forward reaction prediction with 1.9M reactions from USPTO patents (1976-2016). Predict the product of the given reaction. (1) Given the reactants C[O:2][C:3](=[O:19])[CH2:4][C@@:5]([CH3:18])([NH:11][S@](C(C)(C)C)=O)[CH2:6][C@@H:7]([CH3:10])[CH2:8][CH3:9].Cl, predict the reaction product. The product is: [NH2:11][C@@:5]([CH3:18])([CH2:6][C@@H:7]([CH3:10])[CH2:8][CH3:9])[CH2:4][C:3]([OH:19])=[O:2]. (2) Given the reactants [F:1][C:2]1[CH:7]=[CH:6][C:5]([N+:8]([O-:10])=[O:9])=[C:4]([OH:11])[CH:3]=1.[C:12]([O-])([O-])=O.[K+].[K+].CI, predict the reaction product. The product is: [F:1][C:2]1[CH:7]=[CH:6][C:5]([N+:8]([O-:10])=[O:9])=[C:4]([O:11][CH3:12])[CH:3]=1.